This data is from Forward reaction prediction with 1.9M reactions from USPTO patents (1976-2016). The task is: Predict the product of the given reaction. (1) The product is: [O:49]=[C:48]([N:50]1[CH2:51][CH2:52][N:53]([C:56](=[O:67])[C:57]2[CH:62]=[CH:61][CH:60]=[CH:59][C:58]=2[C:63]([F:66])([F:65])[F:64])[CH2:54][CH2:55]1)[CH2:47][NH:46][C:21]([C:18]1[CH:19]=[CH:20][N:16]([C:10]2[CH:11]=[CH:12][CH:13]=[CH:14][CH:15]=2)[N:17]=1)=[O:23]. Given the reactants CCN(C(C)C)C(C)C.[C:10]1([N:16]2[CH:20]=[CH:19][C:18]([C:21]([OH:23])=O)=[N:17]2)[CH:15]=[CH:14][CH:13]=[CH:12][CH:11]=1.C1C=CC2N(O)N=NC=2C=1.CCN=C=NCCCN(C)C.Cl.[NH2:46][CH2:47][C:48]([N:50]1[CH2:55][CH2:54][N:53]([C:56](=[O:67])[C:57]2[CH:62]=[CH:61][CH:60]=[CH:59][C:58]=2[C:63]([F:66])([F:65])[F:64])[CH2:52][CH2:51]1)=[O:49], predict the reaction product. (2) Given the reactants C([O-])([O-])=O.[K+].[K+].[O:7]=[C:8]1[C@@H:14]([N:15](C)[C:16](=O)C(F)(F)F)[CH2:13][CH2:12][S:11][C@H:10]2[CH2:23][CH2:24][CH2:25][C@@H:26]([C:27]([O:29][CH3:30])=[O:28])[N:9]12, predict the reaction product. The product is: [CH3:16][NH:15][C@H:14]1[CH2:13][CH2:12][S:11][C@H:10]2[CH2:23][CH2:24][CH2:25][C@@H:26]([C:27]([O:29][CH3:30])=[O:28])[N:9]2[C:8]1=[O:7]. (3) Given the reactants Br[C:2]1[C:11]2[C:6](=[CH:7][CH:8]=[CH:9][CH:10]=2)[C:5]([Cl:12])=[N:4][CH:3]=1.[Li]CCCC.Br[C:19]1[N:24]=[C:23]([N:25]2[CH2:30][CH2:29][O:28][CH2:27][CH2:26]2)[CH:22]=[N:21][CH:20]=1, predict the reaction product. The product is: [Cl:12][C:5]1[C:6]2[C:11](=[CH:10][CH:9]=[CH:8][CH:7]=2)[C:2]([C:19]2[CH:20]=[N:21][CH:22]=[C:23]([N:25]3[CH2:26][CH2:27][O:28][CH2:29][CH2:30]3)[N:24]=2)=[CH:3][N:4]=1.